From a dataset of Reaction yield outcomes from USPTO patents with 853,638 reactions. Predict the reaction yield, written as a fraction of the theoretical maximum amount of product (1.0 means a 100% yield; for example, 0.34 means a 34% yield). (1) The reactants are [S:1]1[C:5]2[CH:6]=[CH:7][CH:8]=[CH:9][C:4]=2[N:3]=[C:2]1[O:10][C:11]1[CH:12]=[C:13]2[C:17](=[CH:18][CH:19]=1)[N:16]([CH2:20][CH3:21])[C:15]([CH2:22][OH:23])=[CH:14]2. The catalyst is C(Cl)(Cl)Cl.O=[Mn]=O. The product is [S:1]1[C:5]2[CH:6]=[CH:7][CH:8]=[CH:9][C:4]=2[N:3]=[C:2]1[O:10][C:11]1[CH:12]=[C:13]2[C:17](=[CH:18][CH:19]=1)[N:16]([CH2:20][CH3:21])[C:15]([CH:22]=[O:23])=[CH:14]2. The yield is 0.590. (2) The reactants are [NH2:1][CH2:2][C:3]([NH2:5])=[O:4].C[Al](C)C.[Cl:10][C:11]1[CH:21]=[C:20](/[CH:22]=[CH:23]/[CH:24]([C:29]2[CH:34]=[C:33]([Cl:35])[C:32]([Cl:36])=[C:31]([Cl:37])[CH:30]=2)[C:25]([F:28])([F:27])[F:26])[CH:19]=[CH:18][C:12]=1[C:13](OCC)=[O:14]. The catalyst is C(Cl)Cl. The product is [Cl:10][C:11]1[CH:21]=[C:20](/[CH:22]=[CH:23]/[CH:24]([C:29]2[CH:30]=[C:31]([Cl:37])[C:32]([Cl:36])=[C:33]([Cl:35])[CH:34]=2)[C:25]([F:26])([F:27])[F:28])[CH:19]=[CH:18][C:12]=1[C:13]([NH:1][CH2:2][C:3](=[O:4])[NH:5][CH2:24][C:25]([F:28])([F:27])[F:26])=[O:14]. The yield is 0.500. (3) The reactants are [C:1]([N:8]1[CH2:12][CH2:11][C@@H:10]([OH:13])[CH2:9]1)([O:3][C:4]([CH3:7])([CH3:6])[CH3:5])=[O:2].[CH3:14][O:15][C:16]1[CH:17]=[C:18](O)[CH:19]=[CH:20][CH:21]=1. No catalyst specified. The product is [CH3:14][O:15][C:16]1[CH:21]=[C:20]([CH:19]=[CH:18][CH:17]=1)[O:13][C@H:10]1[CH2:11][CH2:12][N:8]([C:1]([O:3][C:4]([CH3:7])([CH3:6])[CH3:5])=[O:2])[CH2:9]1. The yield is 0.810. (4) The reactants are Br.[CH2:2]([C:4]1[N:5]=[C:6]([C@@H:9]([NH2:20])[CH2:10][C:11]2[CH:16]=[CH:15][C:14]([N+:17]([O-:19])=[O:18])=[CH:13][CH:12]=2)[S:7][CH:8]=1)[CH3:3].[C:21]1([C:27]([C:32]2[CH:37]=[CH:36][CH:35]=[CH:34][CH:33]=2)(C)[C:28]([OH:30])=O)[CH:26]=[CH:25][CH:24]=[CH:23][CH:22]=1.ON1C2C=CC=C[C:42]=2N=N1.CN(C)CCCN=C=NCC.C(N(CC)CC)C. The catalyst is CN(C=O)C.O. The product is [CH2:2]([C:4]1[N:5]=[C:6]([CH:9]([NH:20][C:28](=[O:30])[C@H:27]([C:32]2[CH:33]=[CH:34][CH:35]=[CH:36][CH:37]=2)[CH2:21][C:26]2[CH:42]=[CH:22][CH:23]=[CH:24][CH:25]=2)[CH2:10][C:11]2[CH:16]=[CH:15][C:14]([N+:17]([O-:19])=[O:18])=[CH:13][CH:12]=2)[S:7][CH:8]=1)[CH3:3]. The yield is 0.700. (5) The reactants are Br[C:2]1[C:7]([N:8](COC)[S:9]([C:12]2[CH:17]=[CH:16][C:15]([Cl:18])=[C:14]([C:19]([F:22])([F:21])[F:20])[CH:13]=2)(=[O:11])=[O:10])=[CH:6][C:5]([Cl:26])=[CH:4][N:3]=1.[C:27](=[O:29])=[O:28].CC#N.C([Mg]Cl)(C)C.[Cl:38][C:39]1[C:50](C(N(OC)C)=O)=[CH:49][CH:48]=[CH:47][C:40]=1[C:41](N(OC)C)=[O:42].[NH4+].[Cl-].Cl.O1CCOCC1. The catalyst is O.CCOC(C)=O.C1COCC1. The product is [Cl:38][C:39]1[C:40]([C:41]([C:2]2[C:7]([NH:8][S:9]([C:12]3[CH:17]=[CH:16][C:15]([Cl:18])=[C:14]([C:19]([F:20])([F:22])[F:21])[CH:13]=3)(=[O:10])=[O:11])=[CH:6][C:5]([Cl:26])=[CH:4][N:3]=2)=[O:42])=[CH:47][CH:48]=[CH:49][C:50]=1[C:27]([OH:29])=[O:28]. The yield is 0.120. (6) The reactants are [NH2:1][C@H:2]([CH2:10][OH:11])[CH2:3][C:4]1[CH:9]=[CH:8][CH:7]=[CH:6][CH:5]=1.[CH:12](=O)[C:13]1[CH:18]=[CH:17][CH:16]=[CH:15][CH:14]=1.[H][H]. The catalyst is C(O)C.[Pt]. The product is [CH2:12]([NH:1][C@H:2]([CH2:10][OH:11])[CH2:3][C:4]1[CH:5]=[CH:6][CH:7]=[CH:8][CH:9]=1)[C:13]1[CH:18]=[CH:17][CH:16]=[CH:15][CH:14]=1. The yield is 0.480. (7) The reactants are S(Cl)([Cl:4])(=O)=O.[Cl:6][C:7]1[CH:12]=[C:11]([C:13]([F:16])([F:15])[F:14])[CH:10]=[C:9]([Cl:17])[C:8]=1[O:18][C:19]1[CH:23]=[C:22]([CH3:24])[NH:21][N:20]=1. The catalyst is C(O)(=O)C. The product is [Cl:4][C:23]1[C:19]([O:18][C:8]2[C:7]([Cl:6])=[CH:12][C:11]([C:13]([F:16])([F:14])[F:15])=[CH:10][C:9]=2[Cl:17])=[N:20][NH:21][C:22]=1[CH3:24]. The yield is 0.550. (8) The reactants are [N+:1]([C:4]1[CH:9]=[CH:8][CH:7]=[CH:6][C:5]=1[C:10]1[S:14][C:13]([N:15]2[CH2:20][CH2:19][O:18][CH2:17][CH2:16]2)=[N:12][N:11]=1)([O-])=O.[NH4+].[Cl-]. The catalyst is CC(O)C.O.[Fe]. The product is [O:18]1[CH2:17][CH2:16][N:15]([C:13]2[S:14][C:10]([C:5]3[CH:6]=[CH:7][CH:8]=[CH:9][C:4]=3[NH2:1])=[N:11][N:12]=2)[CH2:20][CH2:19]1. The yield is 0.940.